This data is from Full USPTO retrosynthesis dataset with 1.9M reactions from patents (1976-2016). The task is: Predict the reactants needed to synthesize the given product. (1) The reactants are: [CH:1]1([C:6]([N:8]2[CH2:13][CH:12]([C:14]3[CH:19]=[CH:18][C:17]([CH2:20][CH3:21])=[CH:16][CH:15]=3)[CH2:11][CH:10]([C:22](O)=[O:23])[CH2:9]2)=[O:7])[CH2:5][CH2:4][CH2:3][CH2:2]1.[F:25][C:26]1[CH:27]=[C:28]([C:32](=[N:34]O)[NH2:33])[CH:29]=[CH:30][CH:31]=1. Given the product [CH:1]1([C:6]([N:8]2[CH2:9][CH:10]([C:22]3[O:23][N:34]=[C:32]([C:28]4[CH:29]=[CH:30][CH:31]=[C:26]([F:25])[CH:27]=4)[N:33]=3)[CH2:11][CH:12]([C:14]3[CH:19]=[CH:18][C:17]([CH2:20][CH3:21])=[CH:16][CH:15]=3)[CH2:13]2)=[O:7])[CH2:5][CH2:4][CH2:3][CH2:2]1, predict the reactants needed to synthesize it. (2) Given the product [Br:10][C:5]1[CH:6]=[CH:7][CH:8]=[CH:9][C:4]=1[C:14]([C:15]1[CH:20]=[CH:19][CH:18]=[CH:17][CH:16]=1)=[O:21], predict the reactants needed to synthesize it. The reactants are: [Li+].[Cl-].Br[C:4]1[CH:9]=[CH:8][CH:7]=[CH:6][C:5]=1[Br:10].C([Cu])#N.[C:14](Cl)(=[O:21])[C:15]1[CH:20]=[CH:19][CH:18]=[CH:17][CH:16]=1. (3) Given the product [C:7]([C:6]1[CH:9]=[C:2]([B:16]([OH:20])[OH:17])[CH:3]=[CH:4][C:5]=1[N:10]1[CH2:14][CH2:13][CH2:12][C:11]1=[O:15])#[N:8], predict the reactants needed to synthesize it. The reactants are: Br[C:2]1[CH:3]=[CH:4][C:5]([N:10]2[CH2:14][CH2:13][CH2:12][C:11]2=[O:15])=[C:6]([CH:9]=1)[C:7]#[N:8].[B:16]1(B2OC(C)(C)C(C)(C)O2)[O:20]C(C)(C)C(C)(C)[O:17]1.C([O-])(=O)C.[K+]. (4) Given the product [C:1]([NH:5][C:6]1[C:15]2[CH:14]=[CH:13][CH:12]=[C:11]([C:16]([NH:19][C:20]3[CH:21]=[C:22]([C:23](=[O:24])[NH:25][C:26]4[CH:31]=[CH:30][CH:29]=[C:28]([C:32]([F:33])([F:34])[F:35])[CH:27]=4)[CH:36]=[CH:37][C:38]=3[CH3:39])=[O:18])[C:10]=2[CH:9]=[CH:8][N:7]=1)([CH3:2])([CH3:3])[CH3:4], predict the reactants needed to synthesize it. The reactants are: [C:1]([NH:5][C:6]1[C:15]2[CH:14]=[CH:13][CH:12]=[C:11]([C:16]([OH:18])=O)[C:10]=2[CH:9]=[CH:8][N:7]=1)([CH3:4])([CH3:3])[CH3:2].[NH2:19][C:20]1[CH:21]=[C:22]([CH:36]=[CH:37][C:38]=1[CH3:39])[C:23]([NH:25][C:26]1[CH:31]=[CH:30][CH:29]=[C:28]([C:32]([F:35])([F:34])[F:33])[CH:27]=1)=[O:24]. (5) The reactants are: C(O[C:6]([NH:8][C@H:9]([C:19]([OH:21])=O)[CH2:10]OCC1C=CC=CC=1)=O)(C)(C)C.[CH3:22][NH:23][CH3:24]. Given the product [CH3:22][N:23]([CH3:24])[CH2:10][C@@H:9]([NH:8][CH3:6])[CH2:19][OH:21], predict the reactants needed to synthesize it. (6) The reactants are: Br[C:2]1[CH:23]=[CH:22][C:5]([C:6]([NH:8][S:9]([C:12]2[CH:17]=[CH:16][CH:15]=[CH:14][C:13]=2[S:18](=[O:21])(=[O:20])[NH2:19])(=[O:11])=[O:10])=[O:7])=[CH:4][C:3]=1[O:24][CH2:25][CH2:26][O:27][CH2:28][C:29]([F:32])([F:31])[F:30].[CH3:33][C:34]([CH3:38])([CH3:37])[C:35]#[CH:36]. Given the product [CH3:33][C:34]([CH3:38])([CH3:37])[C:35]#[C:36][C:2]1[CH:23]=[CH:22][C:5]([C:6]([NH:8][S:9]([C:12]2[CH:17]=[CH:16][CH:15]=[CH:14][C:13]=2[S:18](=[O:21])(=[O:20])[NH2:19])(=[O:11])=[O:10])=[O:7])=[CH:4][C:3]=1[O:24][CH2:25][CH2:26][O:27][CH2:28][C:29]([F:32])([F:31])[F:30], predict the reactants needed to synthesize it.